The task is: Predict the reactants needed to synthesize the given product.. This data is from Full USPTO retrosynthesis dataset with 1.9M reactions from patents (1976-2016). Given the product [C:1]([O:5][C:6](=[O:14])[NH:7][C:8]1[S:9][C:10]([CH:22]=[CH2:23])=[CH:11][N:12]=1)([CH3:4])([CH3:3])[CH3:2], predict the reactants needed to synthesize it. The reactants are: [C:1]([O:5][C:6](=[O:14])[NH:7][C:8]1[S:9][C:10](Br)=[CH:11][N:12]=1)([CH3:4])([CH3:3])[CH3:2].[Cl-].[Li+].CN(C=O)C.[CH2:22]1COC[CH2:23]1.